Dataset: Catalyst prediction with 721,799 reactions and 888 catalyst types from USPTO. Task: Predict which catalyst facilitates the given reaction. (1) Reactant: [ClH:1].Cl.N1CCOC(CN[C:11]([C:13]2[N:14]=[N:15][C:16]([CH2:32][CH2:33][CH2:34][CH3:35])=[C:17]([C:19]3[CH:24]=[CH:23][C:22]([O:25][CH:26]4[CH2:31][CH2:30][CH2:29][CH2:28][CH2:27]4)=[CH:21][CH:20]=3)[CH:18]=2)=[O:12])C1.[CH3:36][N:37]1[CH:42]2[CH2:43][CH2:44][CH:38]1[CH2:39][CH:40]([NH2:45])[CH2:41]2.C(N(C(C)C)C(C)C)C. Product: [ClH:1].[ClH:1].[CH3:36][N:37]1[CH:42]2[CH2:43][CH2:44][CH:38]1[CH2:39][CH:40]([NH:45][C:11]([C:13]1[N:14]=[N:15][C:16]([CH2:32][CH2:33][CH2:34][CH3:35])=[C:17]([C:19]3[CH:24]=[CH:23][C:22]([O:25][CH:26]4[CH2:27][CH2:28][CH2:29][CH2:30][CH2:31]4)=[CH:21][CH:20]=3)[CH:18]=1)=[O:12])[CH2:41]2. The catalyst class is: 165. (2) Reactant: [CH2:1]([O:3][C:4](=[O:24])[C:5]([N:21]=[N+]=[N-])=[CH:6][C:7]1[CH:12]=[CH:11][C:10]([O:13][CH2:14][C:15]2[CH:20]=[CH:19][CH:18]=[CH:17][CH:16]=2)=[CH:9][CH:8]=1)[CH3:2]. Product: [CH2:1]([O:3][C:4]([C:5]1[NH:21][C:12]2[C:7]([CH:6]=1)=[CH:8][CH:9]=[C:10]([O:13][CH2:14][C:15]1[CH:20]=[CH:19][CH:18]=[CH:17][CH:16]=1)[CH:11]=2)=[O:24])[CH3:2]. The catalyst class is: 673. (3) Reactant: [NH2:1][C:2]1[N:7]=[C:6]([NH:8][CH2:9][C:10]2[C:15]([CH2:16][CH3:17])=[C:14]([CH2:18][NH:19][C:20]3[CH:25]=[CH:24][CH:23]=[C:22]([NH2:26])[N:21]=3)[C:13]([CH2:27][CH3:28])=[C:12]([CH2:29][NH:30][C:31]3[CH:36]=[CH:35][CH:34]=[C:33]([NH2:37])[N:32]=3)[C:11]=2[CH2:38][CH3:39])[CH:5]=[CH:4][CH:3]=1.CO[CH:42](OC)[CH2:43][C:44](=O)[CH3:45].OP(O)(O)=O. Product: [CH3:42][C:43]1[N:37]=[C:33]2[C:34]([CH:35]=[CH:36][C:31]([NH:30][CH2:29][C:12]3[C:13]([CH2:27][CH3:28])=[C:14]([CH2:18][NH:19][C:20]4[CH:25]=[CH:24][C:23]5[C:22](=[N:26][C:4]([CH3:5])=[CH:3][CH:2]=5)[N:21]=4)[C:15]([CH2:16][CH3:17])=[C:10]([CH2:9][NH:8][C:6]4[CH:5]=[CH:4][C:3]5[C:2](=[N:1][C:11]([CH3:12])=[CH:10][CH:9]=5)[N:7]=4)[C:11]=3[CH2:38][CH3:39])=[N:32]2)=[CH:45][CH:44]=1. The catalyst class is: 6. (4) Reactant: Br.[NH2:2][C:3]12[CH2:10][CH2:9][C:6]([C:11]([O:13][CH2:14][CH3:15])=[O:12])([CH2:7][CH2:8]1)[CH2:5][CH2:4]2.C(=O)([O-])[O-].[K+].[K+].CN(C)C=O.[F:27][C@@H:28]1[CH2:32][N:31]([C:33](=[O:45])[CH2:34]OS(C2C=CC=CC=2)(=O)=O)[C@H:30]([C:46]#[N:47])[CH2:29]1. Product: [CH2:14]([O:13][C:11]([C:6]12[CH2:5][CH2:4][C:3]([NH:2][CH2:34][C:33]([N:31]3[CH2:32][C@@H:28]([F:27])[CH2:29][C@H:30]3[C:46]#[N:47])=[O:45])([CH2:10][CH2:9]1)[CH2:8][CH2:7]2)=[O:12])[CH3:15]. The catalyst class is: 6. (5) Reactant: [Br:1][C:2]1[N:7]=[C:6]([CH2:8][C:9]([OH:11])=O)[CH:5]=[CH:4][CH:3]=1.C(N1C=CN=C1)(N1C=CN=C1)=O.[CH3:24][N:25]1[CH:29]=[C:28]([NH2:30])[CH:27]=[N:26]1. Product: [Br:1][C:2]1[N:7]=[C:6]([CH2:8][C:9]([NH:30][C:28]2[CH:27]=[N:26][N:25]([CH3:24])[CH:29]=2)=[O:11])[CH:5]=[CH:4][CH:3]=1. The catalyst class is: 9. (6) Reactant: FC(F)(F)S(O[CH2:7][C:8]([F:29])([F:28])[CH2:9][O:10][Si:11]([C:24]([CH3:27])([CH3:26])[CH3:25])([C:18]1[CH:23]=[CH:22][CH:21]=[CH:20][CH:19]=1)[C:12]1[CH:17]=[CH:16][CH:15]=[CH:14][CH:13]=1)(=O)=O.CCN(C(C)C)C(C)C.[F:41][C:42]1[CH:43]=[C:44]2[C:48](=[CH:49][CH:50]=1)[NH:47][CH:46]=[C:45]2[CH2:51][CH:52]([NH2:54])[CH3:53]. Product: [C:24]([Si:11]([C:18]1[CH:19]=[CH:20][CH:21]=[CH:22][CH:23]=1)([C:12]1[CH:17]=[CH:16][CH:15]=[CH:14][CH:13]=1)[O:10][CH2:9][C:8]([F:29])([F:28])[CH2:7][NH:54][CH:52]([CH3:53])[CH2:51][C:45]1[C:44]2[C:48](=[CH:49][CH:50]=[C:42]([F:41])[CH:43]=2)[NH:47][CH:46]=1)([CH3:25])([CH3:26])[CH3:27]. The catalyst class is: 225. (7) Reactant: Br[C:2]1[N:7]=[C:6](/[CH:8]=[CH:9]/[C:10]([O:12][CH2:13][CH3:14])=[O:11])[CH:5]=[CH:4][CH:3]=1.C([O-])([O-])=O.[K+].[K+].CC1(C)C(C)(C)OB([C:29]2[CH:47]=[CH:46][C:32]([O:33][C:34]3[CH:35]=[CH:36][C:37]([C:42]([F:45])([F:44])[F:43])=[C:38]([CH:41]=3)[C:39]#[N:40])=[CH:31][CH:30]=2)O1. Product: [C:39]([C:38]1[CH:41]=[C:34]([CH:35]=[CH:36][C:37]=1[C:42]([F:43])([F:44])[F:45])[O:33][C:32]1[CH:46]=[CH:47][C:29]([C:2]2[N:7]=[C:6](/[CH:8]=[CH:9]/[C:10]([O:12][CH2:13][CH3:14])=[O:11])[CH:5]=[CH:4][CH:3]=2)=[CH:30][CH:31]=1)#[N:40]. The catalyst class is: 18.